Task: Predict the product of the given reaction.. Dataset: Forward reaction prediction with 1.9M reactions from USPTO patents (1976-2016) Given the reactants [CH3:1][C:2]([O:4][C@H:5]1[C:14]2[C@@:15]3([CH3:30])[C@@H:26]([CH2:27][O:28][CH3:29])[O:25][C:23](=[O:24])[C:17]4=[CH:18][O:19][C:20]([C:21](=[O:22])[C:13]=2[C@@H:8]2[CH2:9][CH2:10][C:11](=[O:12])[C@@:7]2([CH3:31])[CH2:6]1)=[C:16]34)=[O:3].[CH2:32]([NH:35][CH2:36][CH:37]=[CH2:38])[CH:33]=[CH2:34].[C:39]1([O:45][CH3:46])[CH:44]=[CH:43][CH:42]=[CH:41][CH:40]=1, predict the reaction product. The product is: [CH3:1][C:2]([O:4][C@H:5]1[C:14]2[C@:15]3([CH3:30])[C:16](=[C:20]([OH:19])[C:21](=[O:22])[C:13]=2[C@@H:8]2[CH2:9][CH2:10][C:11](=[O:12])[C@@:7]2([CH3:31])[CH2:6]1)/[C:17](=[CH:18]\[N:35]([CH2:36][CH:37]=[CH2:38])[CH2:32][CH:33]=[CH2:34])/[C:23](=[O:24])[O:25][C@@H:26]3[CH2:27][O:28][CH3:29])=[O:3].[C:39]1([O:45][CH3:46])[CH:44]=[CH:43][CH:42]=[CH:41][CH:40]=1.